Dataset: Reaction yield outcomes from USPTO patents with 853,638 reactions. Task: Predict the reaction yield, written as a fraction of the theoretical maximum amount of product (1.0 means a 100% yield; for example, 0.34 means a 34% yield). (1) The reactants are [H-].[Na+].[CH2:3]([OH:15])[CH2:4][O:5][CH2:6][CH2:7][O:8][CH2:9][CH2:10][O:11][CH2:12][CH2:13]O.S([O-])(=O)(=O)C.[CH2:21]([O:28][CH2:29][CH2:30][O:31][CH2:32][CH2:33][O:34][CH2:35][CH2:36][O:37][CH2:38][CH2:39][OH:40])[C:22]1[CH:27]=[CH:26][CH:25]=[CH:24][CH:23]=1. The yield is 0.340. The product is [CH2:21]([O:28][CH2:29][CH2:30][O:31][CH2:32][CH2:33][O:34][CH2:35][CH2:36][O:37][CH2:38][CH2:39][O:40][CH2:13][CH2:12][O:11][CH2:10][CH2:9][O:8][CH2:7][CH2:6][O:5][CH2:4][CH2:3][OH:15])[C:22]1[CH:23]=[CH:24][CH:25]=[CH:26][CH:27]=1. The catalyst is O1CCCC1. (2) The reactants are [Cl:1][C:2]1[CH:23]=[CH:22][C:5]([CH2:6][N:7]2[C:15]3[C:10](=[CH:11][C:12]([N:16]([CH2:19][CH3:20])[CH2:17][CH3:18])=[CH:13][CH:14]=3)[CH:9]=[C:8]2[CH3:21])=[CH:4][CH:3]=1.[C:24](Cl)(=[O:28])[C:25](Cl)=[O:26].C[O:31]C1C=C(N)C=CN=1.C(N(CC)CC)C. The catalyst is ClCCl. The product is [Cl:1][C:2]1[CH:23]=[CH:22][C:5]([CH2:6][N:7]2[C:15]3[C:10](=[CH:11][C:12]([N:16]([CH2:17][CH3:18])[CH2:19][CH3:20])=[CH:13][CH:14]=3)[C:9]([C:24](=[O:28])[C:25]([OH:31])=[O:26])=[C:8]2[CH3:21])=[CH:4][CH:3]=1. The yield is 1.00. (3) The reactants are [Br:1][C:2]1[CH:8]=[C:7]([CH3:9])[C:5]([NH2:6])=[C:4]([CH3:10])[CH:3]=1.[CH:11]1([CH2:16][C:17](Cl)=[O:18])[CH2:15][CH2:14][CH2:13][CH2:12]1. The catalyst is C(#N)C. The product is [Br:1][C:2]1[CH:8]=[C:7]([CH3:9])[C:5]([NH:6][C:17](=[O:18])[CH2:16][CH:11]2[CH2:15][CH2:14][CH2:13][CH2:12]2)=[C:4]([CH3:10])[CH:3]=1. The yield is 0.920. (4) The reactants are [OH:1][C:2]1[CH:3]=[C:4]2[C:9](=[CH:10][CH:11]=1)[N:8]=[C:7]([C@:12]1([CH3:18])[CH2:16][O:15][C:14](=[O:17])[NH:13]1)[N:6]=[CH:5]2.C(Cl)Cl.[I:22]N1C(=O)CCC1=O. No catalyst specified. The product is [OH:1][C:2]1[C:3]([I:22])=[C:4]2[C:9](=[CH:10][CH:11]=1)[N:8]=[C:7]([C@:12]1([CH3:18])[CH2:16][O:15][C:14](=[O:17])[NH:13]1)[N:6]=[CH:5]2. The yield is 0.840. (5) The reactants are [OH:1][C:2]([C:5]1[CH:31]=[CH:30][C:8]([C:9]([NH:11][C:12]2[CH:17]=[C:16]([N:18]3[CH2:23][CH2:22][CH2:21][C@@H:20]([C:24]([OH:26])=O)[CH2:19]3)[N:15]3[N:27]=[CH:28][CH:29]=[C:14]3[N:13]=2)=[O:10])=[CH:7][CH:6]=1)([CH3:4])[CH3:3].[CH:32]([NH2:35])([CH3:34])[CH3:33].CCN=C=NCCCN(C)C.C1C=CC2N(O)N=NC=2C=1. The catalyst is CN(C=O)C. The product is [OH:1][C:2]([C:5]1[CH:6]=[CH:7][C:8]([C:9]([NH:11][C:12]2[CH:17]=[C:16]([N:18]3[CH2:23][CH2:22][CH2:21][C@@H:20]([C:24]([NH:35][CH:32]([CH3:34])[CH3:33])=[O:26])[CH2:19]3)[N:15]3[N:27]=[CH:28][CH:29]=[C:14]3[N:13]=2)=[O:10])=[CH:30][CH:31]=1)([CH3:4])[CH3:3]. The yield is 0.390. (6) The reactants are [F:1][C:2]([F:23])([F:22])[C:3]1[CH:4]=[C:5]([S:9]([CH:12]2[CH2:21][CH2:20][C:15]3([O:19][CH2:18][CH2:17][O:16]3)[CH2:14][CH2:13]2)(=[O:11])=[O:10])[CH:6]=[CH:7][CH:8]=1.C([Li])CCC.C1C=CC(S(N(S(C2C=CC=CC=2)(=O)=O)[F:39])(=O)=O)=CC=1. The catalyst is C1COCC1. The product is [F:39][C:12]1([S:9]([C:5]2[CH:6]=[CH:7][CH:8]=[C:3]([C:2]([F:22])([F:1])[F:23])[CH:4]=2)(=[O:11])=[O:10])[CH2:21][CH2:20][C:15]2([O:16][CH2:17][CH2:18][O:19]2)[CH2:14][CH2:13]1. The yield is 0.820. (7) The reactants are Br[C:2]1[N:3]([CH2:12][CH2:13][CH2:14][CH3:15])[C:4]2[C:9]([N:10]=1)=[C:8]([NH2:11])[N:7]=[CH:6][N:5]=2.NC(N)=[S:18]. The catalyst is C(O)CCC. The product is [NH2:11][C:8]1[N:7]=[CH:6][N:5]=[C:4]2[C:9]=1[NH:10][C:2](=[S:18])[N:3]2[CH2:12][CH2:13][CH2:14][CH3:15]. The yield is 1.00. (8) The catalyst is C1COCC1. The reactants are O=[C:2]([N:18]1[CH2:23][CH2:22][CH2:21][CH2:20][CH2:19]1)[CH2:3][O:4][CH:5]1[CH2:10][CH2:9][N:8]([C:11]([O:13][C:14]([CH3:17])([CH3:16])[CH3:15])=[O:12])[CH2:7][CH2:6]1. The product is [N:18]1([CH2:2][CH2:3][O:4][CH:5]2[CH2:10][CH2:9][N:8]([C:11]([O:13][C:14]([CH3:17])([CH3:16])[CH3:15])=[O:12])[CH2:7][CH2:6]2)[CH2:23][CH2:22][CH2:21][CH2:20][CH2:19]1. The yield is 0.950. (9) The reactants are COC(C1C=C(O)C2C(=C(OCC3C=CC=CC=3)C=CC=2)N=1)=O.C[O:25][C:26]([C:28]1[CH:37]=[C:36]([OH:38])[C:35]2[C:30](=[C:31]([NH2:46])[CH:32]=[C:33]([CH2:39][CH2:40][CH2:41][CH2:42][CH2:43][C:44]#[N:45])[CH:34]=2)[N:29]=1)=[O:27]. No catalyst specified. The product is [C:44]([CH2:43][CH2:42][CH2:41][CH2:40][CH2:39][C:33]1[CH:34]=[C:35]2[C:30](=[C:31]([NH2:46])[CH:32]=1)[N:29]=[C:28]([C:26]([OH:27])=[O:25])[CH:37]=[C:36]2[OH:38])#[N:45]. The yield is 0.780. (10) The reactants are C(OC([NH:8][CH2:9][CH:10]([OH:26])[CH:11]([P:13](C(OCC)(OCC)C)(=[O:17])[O:14]CC)[F:12])=O)(C)(C)C.Cl. The catalyst is CO. The product is [NH2:8][CH2:9][CH:10]([OH:26])[CH:11]([PH:13](=[O:14])[OH:17])[F:12]. The yield is 0.560.